This data is from Full USPTO retrosynthesis dataset with 1.9M reactions from patents (1976-2016). The task is: Predict the reactants needed to synthesize the given product. (1) Given the product [C:20]([O:19][C:17]([NH:4][C@@H:5]([CH2:7][C:8]1[CH:13]=[CH:12][C:11]([N+:14]([O-:16])=[O:15])=[CH:10][CH:9]=1)[CH2:6][C:2]([CH3:1])([CH3:25])[C:3]([OH:26])=[O:24])=[O:18])([CH3:22])([CH3:21])[CH3:23], predict the reactants needed to synthesize it. The reactants are: [CH3:1][C:2]1([CH3:25])[CH2:6][C@H:5]([CH2:7][C:8]2[CH:13]=[CH:12][C:11]([N+:14]([O-:16])=[O:15])=[CH:10][CH:9]=2)[N:4]([C:17]([O:19][C:20]([CH3:23])([CH3:22])[CH3:21])=[O:18])[C:3]1=[O:24].[OH-:26].[Na+].Cl. (2) Given the product [Cl:24][C:19]1[CH:20]=[CH:21][CH:22]=[CH:23][C:18]=1[C:4]1[CH:3]=[C:2]([NH:1][C:25](=[O:30])[CH2:26][CH2:27][CH2:28][CH3:29])[CH:11]=[C:10]2[C:5]=1[CH2:6][CH2:7][N:8]([C:12](=[O:17])[C:13]([F:16])([F:14])[F:15])[CH2:9]2, predict the reactants needed to synthesize it. The reactants are: [NH2:1][C:2]1[CH:11]=[C:10]2[C:5]([CH2:6][CH2:7][N:8]([C:12](=[O:17])[C:13]([F:16])([F:15])[F:14])[CH2:9]2)=[C:4]([C:18]2[CH:23]=[CH:22][CH:21]=[CH:20][C:19]=2[Cl:24])[CH:3]=1.[C:25](Cl)(=[O:30])[CH2:26][CH2:27][CH2:28][CH3:29].C(N(CC)CC)C. (3) Given the product [C:1]([C:3]1[C:7]([CH:8]([OH:36])[CH2:9][OH:40])=[C:6]([C:10]2[N:14]=[CH:13][N:12]([CH:15]3[CH2:20][CH2:19][CH2:18][CH2:17][O:16]3)[N:11]=2)[S:5][C:4]=1[C:21]1[CH:26]=[CH:25][N:24]=[C:23]([NH:27][C:28](=[O:31])[O:29][CH3:30])[CH:22]=1)#[N:2], predict the reactants needed to synthesize it. The reactants are: [C:1]([C:3]1[C:7]([CH:8]=[CH2:9])=[C:6]([C:10]2[N:14]=[CH:13][N:12]([CH:15]3[CH2:20][CH2:19][CH2:18][CH2:17][O:16]3)[N:11]=2)[S:5][C:4]=1[C:21]1[CH:26]=[CH:25][N:24]=[C:23]([NH:27][C:28](=[O:31])[O:29][CH3:30])[CH:22]=1)#[N:2].C[N+]1([O-])CC[O:36]CC1.[OH2:40]. (4) Given the product [NH:1]1[C:5]2[CH:6]=[CH:7][CH:8]=[CH:9][C:4]=2[N:3]=[C:2]1[CH:10]([OH:11])[C:12]1[CH:30]=[CH:29][C:15]([O:16][C:17]2[C:22]([C:23]3[CH2:27][CH2:26][CH:25]([OH:28])[CH:24]=3)=[CH:21][CH:20]=[CH:19][N:18]=2)=[CH:14][CH:13]=1, predict the reactants needed to synthesize it. The reactants are: [NH:1]1[C:5]2[CH:6]=[CH:7][CH:8]=[CH:9][C:4]=2[N:3]=[C:2]1[C:10]([C:12]1[CH:30]=[CH:29][C:15]([O:16][C:17]2[C:22]([C:23]3[CH2:27][CH2:26][C:25](=[O:28])[CH:24]=3)=[CH:21][CH:20]=[CH:19][N:18]=2)=[CH:14][CH:13]=1)=[O:11].[Cl-].[Ce+3].[Cl-].[Cl-].[B-].[Na+]. (5) Given the product [CH3:1][CH2:2][CH2:3][C:4]1[C:5]2[N:14]=[C:13]([C:15]3[CH:16]=[C:17]([S:24]([N:27]4[CH2:32][CH2:31][N:30]([CH3:33])[CH2:29][CH2:28]4)(=[O:25])=[O:26])[CH:18]=[CH:19][C:20]=3[O:21][CH2:22][CH3:23])[NH:12][C:10](=[O:11])[C:6]=2[N:7]([CH3:9])[N:8]=1, predict the reactants needed to synthesize it. The reactants are: [CH3:1][CH2:2][CH2:3][C:4]1[C:5]2[N:14]=[C:13]([C:15]3[CH:16]=[C:17]([S:24]([N:27]4[CH2:32][CH2:31][N:30]([CH3:33])[CH2:29][CH2:28]4)(=[O:26])=[O:25])[CH:18]=[CH:19][C:20]=3[O:21][CH2:22][CH3:23])[NH:12][C:10](=[O:11])[C:6]=2[N:7]([CH3:9])[N:8]=1.C(C(O)(C(O)=O)CC(O)=O)C(O)=O.C1C2C[C@H]3N(CC4CC4)CC[C@]45[C@H](C(CC[C@@]34O)=O)OC(C=25)=C(O)C=1. (6) Given the product [CH3:4][C:2]([O:5][C:6]1[CH:7]=[CH:8][C:9]([C:10]2[O:12][N:51]=[C:50]([C:52]3[CH:61]=[CH:60][CH:59]=[C:58]4[C:53]=3[CH:54]=[CH:55][N:56]=[CH:57]4)[N:49]=2)=[CH:13][CH:14]=1)([CH3:1])[CH3:3], predict the reactants needed to synthesize it. The reactants are: [CH3:1][C:2]([O:5][C:6]1[CH:14]=[CH:13][C:9]([C:10]([OH:12])=O)=[CH:8][CH:7]=1)([CH3:4])[CH3:3].CN(C(ON1N=NC2C=CC=NC1=2)=[N+](C)C)C.F[P-](F)(F)(F)(F)F.CCN(C(C)C)C(C)C.O[NH:49][C:50]([C:52]1[C:53]2[CH:54]=[CH:55][N:56]=[CH:57][C:58]=2[CH:59]=[CH:60][CH:61]=1)=[NH:51]. (7) Given the product [Cl:2][C:3]1[CH:8]=[CH:7][C:6]([S:9][CH2:13][C:12](=[N:14][C:15]2[C:20]([CH:21]([CH3:22])[CH3:23])=[CH:19][CH:18]=[CH:17][C:16]=2[CH:24]([CH3:26])[CH3:25])[CH3:11])=[CH:5][CH:4]=1, predict the reactants needed to synthesize it. The reactants are: [Na].[Cl:2][C:3]1[CH:8]=[CH:7][C:6]([SH:9])=[CH:5][CH:4]=1.Cl[CH2:11][C:12](=[N:14][C:15]1[C:20]([CH:21]([CH3:23])[CH3:22])=[CH:19][CH:18]=[CH:17][C:16]=1[CH:24]([CH3:26])[CH3:25])[CH3:13]. (8) Given the product [NH2:1][C:4]1[CH:5]=[C:6]([CH2:10][CH:11]([NH:17][C:18](=[O:27])[CH2:19][CH2:20][C:21]2[CH:26]=[CH:25][CH:24]=[CH:23][CH:22]=2)[C:12]([O:14][CH2:15][CH3:16])=[O:13])[CH:7]=[CH:8][CH:9]=1, predict the reactants needed to synthesize it. The reactants are: [N+:1]([C:4]1[CH:5]=[C:6]([CH2:10][CH:11]([NH:17][C:18](=[O:27])[CH2:19][CH2:20][C:21]2[CH:26]=[CH:25][CH:24]=[CH:23][CH:22]=2)[C:12]([O:14][CH2:15][CH3:16])=[O:13])[CH:7]=[CH:8][CH:9]=1)([O-])=O.[Sn](Cl)Cl. (9) Given the product [F:1][C:2]1[C:8]([F:9])=[C:7]([F:10])[CH:6]=[CH:5][C:3]=1[NH:4][CH:12]([CH3:14])[C:11]([O:16][CH3:17])=[O:15], predict the reactants needed to synthesize it. The reactants are: [F:1][C:2]1[C:8]([F:9])=[C:7]([F:10])[CH:6]=[CH:5][C:3]=1[NH2:4].[C:11]([O:16][CH3:17])(=[O:15])[C:12]([CH3:14])=O.Cl. (10) Given the product [C:1]([C:5]1[CH:12]=[C:11]([CH3:13])[C:8]([C:9]#[N:10])=[CH:7][N:6]=1)([CH3:4])([CH3:2])[CH3:3], predict the reactants needed to synthesize it. The reactants are: [C:1]([C:5]1[CH:12]=[CH:11][C:8]([C:9]#[N:10])=[CH:7][N:6]=1)([CH3:4])([CH3:3])[CH3:2].[CH3:13]C1C(C#N)=CN=CC=1.C(O)(=O)C(C)(C)C.OS(O)(=O)=O.